Predict the product of the given reaction. From a dataset of Forward reaction prediction with 1.9M reactions from USPTO patents (1976-2016). (1) Given the reactants [NH2:1][C:2]1([CH2:15][CH3:16])[CH2:7][CH2:6][N:5]([CH2:8][C:9]2[CH:14]=[CH:13][CH:12]=[CH:11][CH:10]=2)[CH2:4][CH2:3]1.[C:17]([O:21][C:22](O[C:22]([O:21][C:17]([CH3:20])([CH3:19])[CH3:18])=[O:23])=[O:23])([CH3:20])([CH3:19])[CH3:18], predict the reaction product. The product is: [CH2:8]([N:5]1[CH2:6][CH2:7][C:2]([NH:1][C:22]([O:21][C:17]([CH3:20])([CH3:19])[CH3:18])=[O:23])([CH2:15][CH3:16])[CH2:3][CH2:4]1)[C:9]1[CH:14]=[CH:13][CH:12]=[CH:11][CH:10]=1. (2) Given the reactants [CH3:1][N:2]([CH:4](OC)OC)[CH3:3].[CH:9]1([C:13](=[O:19])[CH2:14][C:15]([O:17][CH3:18])=[O:16])[CH2:12][CH2:11][CH2:10]1, predict the reaction product. The product is: [CH:9]1([C:13]([C:14](=[CH:1][N:2]([CH3:4])[CH3:3])[C:15]([O:17][CH3:18])=[O:16])=[O:19])[CH2:10][CH2:11][CH2:12]1. (3) Given the reactants CCN(C(C)C)C(C)C.[C:10]1([C:16]2[NH:20][N:19]=[C:18]([C:21]([NH:23][CH2:24][C:25]([OH:27])=O)=[O:22])[CH:17]=2)[CH:15]=[CH:14][CH:13]=[CH:12][CH:11]=1.C1C=CC2N(O)N=NC=2C=1.CCN=C=NCCCN(C)C.Cl.Cl.[NH:51]1[CH2:56][CH2:55][CH:54]([O:57][C:58]2[CH:65]=[CH:64][CH:63]=[CH:62][C:59]=2[CH:60]=[O:61])[CH2:53][CH2:52]1, predict the reaction product. The product is: [CH:60]([C:59]1[CH:62]=[CH:63][CH:64]=[CH:65][C:58]=1[O:57][CH:54]1[CH2:55][CH2:56][N:51]([C:25](=[O:27])[CH2:24][NH:23][C:21]([C:18]2[CH:17]=[C:16]([C:10]3[CH:11]=[CH:12][CH:13]=[CH:14][CH:15]=3)[NH:20][N:19]=2)=[O:22])[CH2:52][CH2:53]1)=[O:61]. (4) Given the reactants [CH:1]1([C:4]2[C:5]([N:24]([CH2:29][CH2:30][CH:31]([CH3:33])[CH3:32])[S:25]([CH3:28])(=[O:27])=[O:26])=[CH:6][C:7]3[O:11][C:10]([C:12]4[CH:17]=[CH:16][C:15]([F:18])=[CH:14][CH:13]=4)=[C:9](/[C:19](=[N:21]/O)/[NH2:20])[C:8]=3[CH:23]=2)[CH2:3][CH2:2]1.C([O-])=O.[NH4+].CO.C(Cl)Cl, predict the reaction product. The product is: [CH:1]1([C:4]2[C:5]([N:24]([CH2:29][CH2:30][CH:31]([CH3:33])[CH3:32])[S:25]([CH3:28])(=[O:27])=[O:26])=[CH:6][C:7]3[O:11][C:10]([C:12]4[CH:17]=[CH:16][C:15]([F:18])=[CH:14][CH:13]=4)=[C:9]([C:19](=[NH:20])[NH2:21])[C:8]=3[CH:23]=2)[CH2:2][CH2:3]1.